This data is from Full USPTO retrosynthesis dataset with 1.9M reactions from patents (1976-2016). The task is: Predict the reactants needed to synthesize the given product. (1) Given the product [F:1][C:2]1[CH:3]=[CH:4][C:5]([O:8][CH2:9][C:10]2[CH:17]=[CH:16][C:13](/[CH:14]=[CH:21]/[N+:18]([O-:20])=[O:19])=[CH:12][CH:11]=2)=[N:6][CH:7]=1, predict the reactants needed to synthesize it. The reactants are: [F:1][C:2]1[CH:3]=[CH:4][C:5]([O:8][CH2:9][C:10]2[CH:17]=[CH:16][C:13]([CH:14]=O)=[CH:12][CH:11]=2)=[N:6][CH:7]=1.[N+:18]([CH3:21])([O-:20])=[O:19].C([O-])(=O)C.[NH4+]. (2) Given the product [Cl:1][C:2]1[CH:3]=[C:4]2[C:8](=[CH:9][CH:10]=1)[N:7]([S:47]([C:44]1[CH:45]=[CH:46][C:41]([O:40][CH3:39])=[CH:42][C:43]=1[O:51][C:52]([F:53])([F:54])[F:55])(=[O:49])=[O:48])[C:6](=[O:11])[C:5]2([N:21]1[CH2:26][CH2:25][N:24]([C:27]([O:29][C:30]([CH3:33])([CH3:32])[CH3:31])=[O:28])[CH2:23][CH:22]1[C:34]([N:36]([CH3:38])[CH3:37])=[O:35])[C:12]1[CH:17]=[C:16]([CH3:18])[CH:15]=[CH:14][C:13]=1[O:19][CH3:20], predict the reactants needed to synthesize it. The reactants are: [Cl:1][C:2]1[CH:3]=[C:4]2[C:8](=[CH:9][CH:10]=1)[NH:7][C:6](=[O:11])[C:5]2([N:21]1[CH2:26][CH2:25][N:24]([C:27]([O:29][C:30]([CH3:33])([CH3:32])[CH3:31])=[O:28])[CH2:23][CH:22]1[C:34]([N:36]([CH3:38])[CH3:37])=[O:35])[C:12]1[CH:17]=[C:16]([CH3:18])[CH:15]=[CH:14][C:13]=1[O:19][CH3:20].[CH3:39][O:40][C:41]1[CH:46]=[CH:45][C:44]([S:47](Cl)(=[O:49])=[O:48])=[C:43]([O:51][C:52]([F:55])([F:54])[F:53])[CH:42]=1.